Dataset: Forward reaction prediction with 1.9M reactions from USPTO patents (1976-2016). Task: Predict the product of the given reaction. (1) Given the reactants Cl.[Cl:2][C:3]1[CH:12]=[C:11]2[C:6]([CH:7]=[CH:8][NH:9][C:10]2=[O:13])=[CH:5][C:4]=1[O:14][CH:15]1[CH2:20][CH2:19][NH:18][CH2:17][CH2:16]1.C(N(CC)CC)C.C(O)(=O)C.[CH3:32][C:33]([CH3:35])=O.C([BH3-])#N.[Na+], predict the reaction product. The product is: [Cl:2][C:3]1[CH:12]=[C:11]2[C:6]([CH:7]=[CH:8][NH:9][C:10]2=[O:13])=[CH:5][C:4]=1[O:14][CH:15]1[CH2:20][CH2:19][N:18]([CH:33]([CH3:35])[CH3:32])[CH2:17][CH2:16]1. (2) Given the reactants CCCCCCCCCCCCCCCCCC(OCC(OC(CCCCCCCCCCCCCCCCC)=O)COP(OCCN)(O)=O)=O.[CH3:52][C@@H:53]1[O:58][C@@H:57]([O:59][C@@H:60]2[C:65]3=[C:66]([OH:83])[C:67]4[C:79](=[O:80])[C:78]5[C:73](=[CH:74][CH:75]=[CH:76][C:77]=5[O:81][CH3:82])[C:71](=[O:72])[C:68]=4[C:69]([OH:70])=[C:64]3[CH2:63][C@@:62]([OH:88])([C:84]([CH2:86][OH:87])=[O:85])[CH2:61]2)[CH2:56][C@H:55]([NH2:89])[C@@H:54]1[OH:90].C(O)C.C(Cl)(Cl)[Cl:95], predict the reaction product. The product is: [CH3:52][C@@H:53]1[O:58][C@@H:57]([O:59][C@@H:60]2[C:65]3=[C:66]([OH:83])[C:67]4[C:79](=[O:80])[C:78]5[C:73](=[CH:74][CH:75]=[CH:76][C:77]=5[O:81][CH3:82])[C:71](=[O:72])[C:68]=4[C:69]([OH:70])=[C:64]3[CH2:63][C@@:62]([OH:88])([C:84]([CH2:86][OH:87])=[O:85])[CH2:61]2)[CH2:56][C@H:55]([NH2:89])[C@@H:54]1[OH:90].[ClH:95]. (3) Given the reactants [CH3:1][O:2][C:3]1[CH:4]=[C:5]([N:12]2[CH2:17][CH2:16][C:15](=O)[CH2:14][CH2:13]2)[CH:6]=[CH:7][C:8]=1[N+:9]([O-:11])=[O:10].[CH3:19][N:20]1[CH2:25][CH2:24][NH:23][CH2:22][CH2:21]1.C(O[BH-](OC(=O)C)OC(=O)C)(=O)C.[Na+].C(=O)([O-])O.[Na+], predict the reaction product. The product is: [CH3:1][O:2][C:3]1[CH:4]=[C:5]([N:12]2[CH2:17][CH2:16][CH:15]([N:23]3[CH2:24][CH2:25][N:20]([CH3:19])[CH2:21][CH2:22]3)[CH2:14][CH2:13]2)[CH:6]=[CH:7][C:8]=1[N+:9]([O-:11])=[O:10]. (4) Given the reactants [NH2:1][C@H:2]1[CH2:7][CH2:6][CH2:5][CH2:4][C@H:3]1[CH2:8][OH:9].[C:10]([O:14][C:15](O[C:15]([O:14][C:10]([CH3:13])([CH3:12])[CH3:11])=[O:16])=[O:16])([CH3:13])([CH3:12])[CH3:11], predict the reaction product. The product is: [C:10]([O:14][C:15]([NH:1][C@H:2]1[CH2:7][CH2:6][CH2:5][CH2:4][C@H:3]1[CH2:8][OH:9])=[O:16])([CH3:13])([CH3:12])[CH3:11]. (5) Given the reactants [N+:1]([C:4]1[CH:5]=[C:6]([OH:13])[C:7](=[CH:11][CH:12]=1)[C:8]([OH:10])=[O:9])([O-:3])=[O:2].[CH3:14]O, predict the reaction product. The product is: [N+:1]([C:4]1[CH:5]=[C:6]([OH:13])[C:7](=[CH:11][CH:12]=1)[C:8]([O:10][CH3:14])=[O:9])([O-:3])=[O:2]. (6) Given the reactants [CH3:1][O:2][C:3]1[CH:4]=[C:5]([C:9]2([C:12]#[N:13])[CH2:11][CH2:10]2)[CH:6]=[CH:7][CH:8]=1.[OH-:14].[K+].[OH2:16], predict the reaction product. The product is: [CH3:1][O:2][C:3]1[CH:4]=[C:5]([C:9]2([C:12]([NH2:13])=[O:14])[CH2:11][CH2:10]2)[CH:6]=[CH:7][CH:8]=1.[CH3:1][O:2][C:3]1[CH:4]=[C:5]([C:9]2([C:12]([OH:16])=[O:14])[CH2:11][CH2:10]2)[CH:6]=[CH:7][CH:8]=1. (7) Given the reactants [C:1]([O:4][CH2:5][CH2:6][O:7][C:8]1[C:12](C(OC(C)(C)C)=O)=[C:11]([NH:20][S:21]([C:24]2[CH:29]=[CH:28][C:27]([C:30]([CH3:33])([CH3:32])[CH3:31])=[CH:26][CH:25]=2)(=[O:23])=[O:22])[O:10][N:9]=1)(=[O:3])[CH3:2].FC(F)(F)C(O)=O.C(=O)([O-])O.[Na+].Cl, predict the reaction product. The product is: [C:1]([O:4][CH2:5][CH2:6][O:7][C:8]1[CH:12]=[C:11]([NH:20][S:21]([C:24]2[CH:25]=[CH:26][C:27]([C:30]([CH3:33])([CH3:32])[CH3:31])=[CH:28][CH:29]=2)(=[O:22])=[O:23])[O:10][N:9]=1)(=[O:3])[CH3:2].